This data is from Full USPTO retrosynthesis dataset with 1.9M reactions from patents (1976-2016). The task is: Predict the reactants needed to synthesize the given product. (1) Given the product [Br:18][C:19]1[CH:23]=[C:22]([C:24]([NH:25][C:26]2[C:34]([Br:35])=[CH:33][C:32]([Br:36])=[CH:31][C:27]=2[C:28]([N:4]([CH3:3])[NH:5][CH3:6])=[O:30])=[O:29])[N:21]([C:37]2[C:42]([Cl:43])=[CH:41][CH:40]=[CH:39][N:38]=2)[N:20]=1, predict the reactants needed to synthesize it. The reactants are: Cl.Cl.[CH3:3][NH:4][NH:5][CH3:6].C(=O)([O-])[O-].[K+].[K+].O1CCCC1.[Br:18][C:19]1[CH:23]=[C:22]([C:24]2[O:29][C:28](=[O:30])[C:27]3[CH:31]=[C:32]([Br:36])[CH:33]=[C:34]([Br:35])[C:26]=3[N:25]=2)[N:21]([C:37]2[C:42]([Cl:43])=[CH:41][CH:40]=[CH:39][N:38]=2)[N:20]=1. (2) Given the product [NH2:25][N:26]1[N:5]=[C:6]([CH:20]([CH3:22])[CH3:21])[C:7]2[C:12](=[CH:11][C:10]([C:15]([F:16])([F:17])[F:18])=[CH:9][CH:8]=2)[C:13]1=[O:14], predict the reactants needed to synthesize it. The reactants are: C([N:5]1[C:13](=[O:14])[C:12]2[C:7](=[CH:8][CH:9]=[C:10]([C:15]([F:18])([F:17])[F:16])[CH:11]=2)[C:6]1=O)(C)(C)C.[CH:20]([Mg]Br)([CH3:22])[CH3:21].[NH2:25][NH2:26].C1(P(ON)(C2C=CC=CC=2)=O)C=CC=CC=1. (3) Given the product [CH3:24][C:12]1[C:13]([C:15]2[CH:16]=[CH:17][C:18]([C:21]([NH:25][CH2:26][CH2:27][NH:28][S:29]([CH3:32])(=[O:31])=[O:30])=[O:23])=[CH:19][CH:20]=2)=[CH:14][C:9]([NH:8][C:6]([C:3]2[CH:4]=[CH:5][O:1][CH:2]=2)=[O:7])=[CH:10][CH:11]=1, predict the reactants needed to synthesize it. The reactants are: [O:1]1[CH:5]=[CH:4][C:3]([C:6]([NH:8][C:9]2[CH:10]=[CH:11][C:12]([CH3:24])=[C:13]([C:15]3[CH:20]=[CH:19][C:18]([C:21]([OH:23])=O)=[CH:17][CH:16]=3)[CH:14]=2)=[O:7])=[CH:2]1.[NH2:25][CH2:26][CH2:27][NH:28][S:29]([CH3:32])(=[O:31])=[O:30].CN(C(ON1N=NC2C=CC=NC1=2)=[N+](C)C)C.F[P-](F)(F)(F)(F)F.C1C=CC2N(O)N=NC=2C=1.CCN(C(C)C)C(C)C.